From a dataset of Forward reaction prediction with 1.9M reactions from USPTO patents (1976-2016). Predict the product of the given reaction. (1) Given the reactants C(OC([N:8]1[C:16]2[C:11](=[CH:12][CH:13]=[CH:14][C:15]=2[N:17]2[CH2:22][CH2:21][N:20](C(OC(C)(C)C)=O)[CH2:19][CH2:18]2)[C:10]([CH2:30][C:31]2[CH:36]=[CH:35][CH:34]=[CH:33][CH:32]=2)=[C:9]1[S:37]([CH3:40])(=[O:39])=[O:38])=O)(C)(C)C.FC(F)(F)C(O)=O, predict the reaction product. The product is: [CH2:30]([C:10]1[C:11]2[C:16](=[C:15]([N:17]3[CH2:18][CH2:19][NH:20][CH2:21][CH2:22]3)[CH:14]=[CH:13][CH:12]=2)[NH:8][C:9]=1[S:37]([CH3:40])(=[O:39])=[O:38])[C:31]1[CH:36]=[CH:35][CH:34]=[CH:33][CH:32]=1. (2) Given the reactants [F:1][C:2]([F:13])([F:12])[C:3]1[CH:7]=[CH:6][NH:5][C:4]=1[C:8]([O:10][CH3:11])=[O:9].[F:14][C:15]([F:29])([C:20]1[CH:24]=[CH:23][NH:22][C:21]=1[C:25]([O:27][CH3:28])=[O:26])[C:16]([F:19])([F:18])[F:17].[Cl:30][C:31]1[CH:36]=[CH:35][C:34](B(O)O)=[CH:33][CH:32]=1.N1C=CC=CC=1, predict the reaction product. The product is: [Cl:30][C:31]1[CH:36]=[CH:35][C:34]([N:5]2[CH:6]=[CH:7][C:3]([C:2]([F:1])([F:12])[F:13])=[C:4]2[C:8]([O:10][CH3:11])=[O:9])=[CH:33][CH:32]=1.[Cl:30][C:31]1[CH:36]=[CH:35][C:34]([N:22]2[CH:23]=[CH:24][C:20]([C:15]([F:14])([F:29])[C:16]([F:19])([F:18])[F:17])=[C:21]2[C:25]([O:27][CH3:28])=[O:26])=[CH:33][CH:32]=1.